Regression. Given two drug SMILES strings and cell line genomic features, predict the synergy score measuring deviation from expected non-interaction effect. From a dataset of NCI-60 drug combinations with 297,098 pairs across 59 cell lines. (1) Synergy scores: CSS=2.71, Synergy_ZIP=-1.72, Synergy_Bliss=-0.321, Synergy_Loewe=-10.0, Synergy_HSA=-1.09. Cell line: SNB-75. Drug 2: CC1=C2C(C(=O)C3(C(CC4C(C3C(C(C2(C)C)(CC1OC(=O)C(C(C5=CC=CC=C5)NC(=O)C6=CC=CC=C6)O)O)OC(=O)C7=CC=CC=C7)(CO4)OC(=O)C)O)C)OC(=O)C. Drug 1: CCCCCOC(=O)NC1=NC(=O)N(C=C1F)C2C(C(C(O2)C)O)O. (2) Synergy scores: CSS=12.2, Synergy_ZIP=-2.12, Synergy_Bliss=-2.27, Synergy_Loewe=-0.566, Synergy_HSA=0.203. Drug 2: C1=CN(C=N1)CC(O)(P(=O)(O)O)P(=O)(O)O. Cell line: SF-268. Drug 1: COC1=C(C=C2C(=C1)N=CN=C2NC3=CC(=C(C=C3)F)Cl)OCCCN4CCOCC4. (3) Drug 1: CC1=CC2C(CCC3(C2CCC3(C(=O)C)OC(=O)C)C)C4(C1=CC(=O)CC4)C. Drug 2: CC12CCC3C(C1CCC2OP(=O)(O)O)CCC4=C3C=CC(=C4)OC(=O)N(CCCl)CCCl.[Na+]. Cell line: SK-MEL-5. Synergy scores: CSS=-16.2, Synergy_ZIP=2.43, Synergy_Bliss=-11.5, Synergy_Loewe=-26.4, Synergy_HSA=-21.2. (4) Drug 1: C1CCC(C1)C(CC#N)N2C=C(C=N2)C3=C4C=CNC4=NC=N3. Drug 2: CN1C2=C(C=C(C=C2)N(CCCl)CCCl)N=C1CCCC(=O)O.Cl. Cell line: PC-3. Synergy scores: CSS=3.14, Synergy_ZIP=1.50, Synergy_Bliss=2.76, Synergy_Loewe=1.66, Synergy_HSA=1.14. (5) Drug 1: CC(C1=C(C=CC(=C1Cl)F)Cl)OC2=C(N=CC(=C2)C3=CN(N=C3)C4CCNCC4)N. Drug 2: CC12CCC3C(C1CCC2=O)CC(=C)C4=CC(=O)C=CC34C. Cell line: SNB-75. Synergy scores: CSS=11.5, Synergy_ZIP=-6.49, Synergy_Bliss=0.0722, Synergy_Loewe=-0.669, Synergy_HSA=0.367. (6) Drug 1: C1=CC(=CC=C1CC(C(=O)O)N)N(CCCl)CCCl.Cl. Drug 2: CCCS(=O)(=O)NC1=C(C(=C(C=C1)F)C(=O)C2=CNC3=C2C=C(C=N3)C4=CC=C(C=C4)Cl)F. Cell line: HOP-92. Synergy scores: CSS=4.65, Synergy_ZIP=-4.42, Synergy_Bliss=-0.662, Synergy_Loewe=-5.11, Synergy_HSA=-2.15. (7) Drug 1: C1CC(=O)NC(=O)C1N2CC3=C(C2=O)C=CC=C3N. Drug 2: C1=CC(=CC=C1CCCC(=O)O)N(CCCl)CCCl. Cell line: K-562. Synergy scores: CSS=6.61, Synergy_ZIP=2.79, Synergy_Bliss=3.36, Synergy_Loewe=-4.44, Synergy_HSA=4.58. (8) Drug 1: CC1C(C(=O)NC(C(=O)N2CCCC2C(=O)N(CC(=O)N(C(C(=O)O1)C(C)C)C)C)C(C)C)NC(=O)C3=C4C(=C(C=C3)C)OC5=C(C(=O)C(=C(C5=N4)C(=O)NC6C(OC(=O)C(N(C(=O)CN(C(=O)C7CCCN7C(=O)C(NC6=O)C(C)C)C)C)C(C)C)C)N)C. Drug 2: B(C(CC(C)C)NC(=O)C(CC1=CC=CC=C1)NC(=O)C2=NC=CN=C2)(O)O. Cell line: HL-60(TB). Synergy scores: CSS=65.1, Synergy_ZIP=7.49, Synergy_Bliss=6.72, Synergy_Loewe=-2.49, Synergy_HSA=5.52. (9) Drug 1: CC(C)(C#N)C1=CC(=CC(=C1)CN2C=NC=N2)C(C)(C)C#N. Drug 2: C1C(C(OC1N2C=NC3=C2NC=NCC3O)CO)O. Cell line: TK-10. Synergy scores: CSS=-6.12, Synergy_ZIP=2.92, Synergy_Bliss=0.153, Synergy_Loewe=-3.23, Synergy_HSA=-4.58.